This data is from Forward reaction prediction with 1.9M reactions from USPTO patents (1976-2016). The task is: Predict the product of the given reaction. (1) Given the reactants P(CCCC)(CCCC)CCCC.C1CCN(C(N=NC(N2CCCCC2)=O)=O)CC1.[F:32][C:33]1[CH:38]=[C:37]([C:39]2[CH:44]=[CH:43][C:42]([F:45])=[CH:41][N:40]=2)[CH:36]=[CH:35][C:34]=1[OH:46].O[CH2:48][C@H:49]1[CH2:54][CH2:53][O:52][CH2:51][C@@H:50]1[NH:55][C:56](=[O:62])[O:57][C:58]([CH3:61])([CH3:60])[CH3:59].[OH-].[Na+], predict the reaction product. The product is: [F:32][C:33]1[CH:38]=[C:37]([C:39]2[CH:44]=[CH:43][C:42]([F:45])=[CH:41][N:40]=2)[CH:36]=[CH:35][C:34]=1[O:46][CH2:48][C@H:49]1[CH2:54][CH2:53][O:52][CH2:51][C@@H:50]1[NH:55][C:56](=[O:62])[O:57][C:58]([CH3:61])([CH3:60])[CH3:59]. (2) Given the reactants [S:1]1[C:5]2[CH:6]=[C:7]([NH:10][C:11]3[C:12]4[N:13]([CH:18]=[CH:19][N:20]=4)[CH:14]=[C:15](Br)[N:16]=3)[CH:8]=[CH:9][C:4]=2[N:3]=[CH:2]1.S(O)(O)(=O)=O.[NH2:26][C:27]1[CH:28]=[C:29](B(O)O)[CH:30]=[CH:31][CH:32]=1.[NH2:26][C:27]1[CH:32]=[C:31](B(O)O)[CH:30]=[CH:29][CH:28]=1.C([O-])([O-])=O.[Na+].[Na+], predict the reaction product. The product is: [NH2:26][C:27]1[CH:32]=[C:31]([C:15]2[N:16]=[C:11]([NH:10][C:7]3[CH:8]=[CH:9][C:4]4[N:3]=[CH:2][S:1][C:5]=4[CH:6]=3)[C:12]3[N:13]([CH:18]=[CH:19][N:20]=3)[CH:14]=2)[CH:30]=[CH:29][CH:28]=1. (3) The product is: [NH:3]1[C:4]2[C:17]3[C:8]([C:9]4[CH:14]=[CH:13][CH:12]=[CH:11][C:10]=4[C:5]=2[N:1]=[C:52]1[C:51]1[CH:50]=[CH:49][C:48]([O:47][CH2:46][CH2:45][C@H:43]([OH:44])[CH2:42][OH:41])=[CH:55][CH:54]=1)=[CH:7][CH:6]=[CH:15][CH:16]=3. Given the reactants [NH:1]1[C:5]2[CH:6]=[CH:7][C:8]3[C:9]4[CH:10]=[CH:11][CH:12]=[CH:13][C:14]=4[CH:15]=[CH:16][C:17]=3[C:4]=2[N:3]=C1.C1C2C(=O)C(=O)C3C(=CC=CC=3)C=2C=CC=1.C([O-])(=O)C.[NH4+].CC1(C)[O:44][C@@H:43]([CH2:45][CH2:46][O:47][C:48]2[CH:55]=[CH:54][C:51]([CH:52]=O)=[CH:50][CH:49]=2)[CH2:42][O:41]1.CC1(C)O[C@@H](CCOC2C3C(=CC=CC=3)C(C=O)=CC=2)CO1.N, predict the reaction product. (4) Given the reactants NCCCCNCCCN.N1[CH:18]=[CH:17][C:15](=O)NC1=O.[C@@H]1(N2C=CC(=O)NC2=O)O[C@H](CO)[C@@H](O)[C@H]1O.C[C:37]1N=[CH:41][C:40]([CH2:43]O)=[C:39]([CH2:45]O)[C:38]=1O, predict the reaction product. The product is: [CH3:15][C:17]1[CH2:18][CH:45]=[C:39]([CH:40]([CH3:43])[CH3:41])[CH2:38][CH:37]=1. (5) Given the reactants [CH2:1]([N:5]1[C:13]([CH2:14][C:15]2[CH:20]=[CH:19][CH:18]=[C:17]([O:21][CH3:22])[CH:16]=2)=[N:12][C:11]2[C:6]1=[N:7][CH:8]=[N:9][C:10]=2[NH2:23])[CH2:2][CH2:3][CH3:4].CO.C(Cl)[Cl:27], predict the reaction product. The product is: [CH2:1]([N:5]1[C:13]([CH2:14][C:15]2[CH:16]=[C:17]([O:21][CH3:22])[CH:18]=[CH:19][C:20]=2[Cl:27])=[N:12][C:11]2[C:6]1=[N:7][CH:8]=[N:9][C:10]=2[NH2:23])[CH2:2][CH2:3][CH3:4]. (6) Given the reactants [NH3:1].C(=O)=O.[CH3:5][C:6]([CH3:8])=O.Cl[C:10]1[C:11]2[N:12]([C:16]([CH:29]3[CH2:32][CH2:31][CH2:30]3)=[N:17][C:18]=2[C:19]2[CH:28]=[C:27]3[C:22]([CH:23]=[CH:24][CH:25]=[N:26]3)=[CH:21][CH:20]=2)[CH:13]=[CH:14][N:15]=1.N.[CH3:34][CH:35](O)[CH3:36], predict the reaction product. The product is: [CH:29]1([CH:16]2[N:12]3[CH:13]=[CH:14][N:15]=[C:10]([NH2:1])[C:11]3=[C:18]([C:19]3[CH:28]=[C:27]4[C:22]([CH:23]=[CH:24][C:25]([C:6]5[CH:8]=[CH:36][CH:35]=[CH:34][CH:5]=5)=[N:26]4)=[CH:21][CH:20]=3)[NH:17]2)[CH2:32][CH2:31][CH2:30]1. (7) Given the reactants [CH2:1]([O:3][C:4](=[O:32])[CH:5]([C:10]1[CH:11]=[C:12]([C:22]2[CH:27]=[CH:26][C:25]([C:28]([F:31])([F:30])[F:29])=[CH:24][CH:23]=2)[CH:13]=[C:14]([CH:16]2[CH2:21][CH2:20][NH:19][CH2:18][CH2:17]2)[CH:15]=1)[CH2:6][CH:7]([CH3:9])[CH3:8])[CH3:2].C([O-])([O-])=O.[Cs+].[Cs+].I[CH2:40][CH2:41][CH:42]([CH3:44])[CH3:43], predict the reaction product. The product is: [CH2:1]([O:3][C:4](=[O:32])[CH:5]([C:10]1[CH:11]=[C:12]([C:22]2[CH:27]=[CH:26][C:25]([C:28]([F:29])([F:30])[F:31])=[CH:24][CH:23]=2)[CH:13]=[C:14]([CH:16]2[CH2:17][CH2:18][N:19]([CH2:40][CH2:41][CH:42]([CH3:44])[CH3:43])[CH2:20][CH2:21]2)[CH:15]=1)[CH2:6][CH:7]([CH3:9])[CH3:8])[CH3:2].